This data is from Full USPTO retrosynthesis dataset with 1.9M reactions from patents (1976-2016). The task is: Predict the reactants needed to synthesize the given product. Given the product [Cl:10][C:11]1[NH:19][C:18]2[C:17](=[O:20])[N:16]([CH2:21][CH2:22][CH2:23][CH2:24][C:25]3[N:26]=[C:1]([C:2]4[CH:3]=[CH:4][CH:5]=[CH:6][CH:7]=4)[O:9][N:28]=3)[C:15](=[O:30])[N:14]([CH2:31][CH2:32][CH3:33])[C:13]=2[N:12]=1, predict the reactants needed to synthesize it. The reactants are: [C:1]([OH:9])(=O)[C:2]1[CH:7]=[CH:6][CH:5]=[CH:4][CH:3]=1.[Cl:10][C:11]1[NH:19][C:18]2[C:17](=[O:20])[N:16]([CH2:21][CH2:22][CH2:23][CH2:24]/[C:25](=[N:28]/[H])/[NH:26]O)[C:15](=[O:30])[N:14]([CH2:31][CH2:32][CH3:33])[C:13]=2[N:12]=1.